From a dataset of Peptide-MHC class II binding affinity with 134,281 pairs from IEDB. Regression. Given a peptide amino acid sequence and an MHC pseudo amino acid sequence, predict their binding affinity value. This is MHC class II binding data. The peptide sequence is ADSEITETYKEGDAV. The MHC is DRB5_0101 with pseudo-sequence DRB5_0101. The binding affinity (normalized) is 0.173.